This data is from Forward reaction prediction with 1.9M reactions from USPTO patents (1976-2016). The task is: Predict the product of the given reaction. (1) Given the reactants [CH3:1][O:2][C:3]1[CH:4]=[C:5]2[C:10](=[CH:11][C:12]=1[O:13][CH3:14])[N:9]=[CH:8][N:7]=[C:6]2[O:15][C:16]1[CH:22]=[CH:21][C:19]([NH2:20])=[CH:18][CH:17]=1.C(N(CC)CC)C.ClC(Cl)(O[C:34](=[O:40])OC(Cl)(Cl)Cl)Cl.Cl.[NH2:43][C:44]1[S:45][C:46]([CH3:50])=[C:47]([CH3:49])[N:48]=1, predict the reaction product. The product is: [CH3:1][O:2][C:3]1[CH:4]=[C:5]2[C:10](=[CH:11][C:12]=1[O:13][CH3:14])[N:9]=[CH:8][N:7]=[C:6]2[O:15][C:16]1[CH:22]=[CH:21][C:19]([NH:20][C:34]([NH:43][C:44]2[S:45][C:46]([CH3:50])=[C:47]([CH3:49])[N:48]=2)=[O:40])=[CH:18][CH:17]=1. (2) Given the reactants [CH:1]1([CH2:4][CH2:5][NH:6][S:7]([C:10]2[CH:11]=[N:12][C:13](Cl)=[C:14]([Br:16])[CH:15]=2)(=[O:9])=[O:8])[CH2:3][CH2:2]1.[F:18][C:19]1[CH:20]=[CH:21][C:22]([C:33]([F:36])([F:35])[F:34])=[C:23]([C:25]([N:27]2[CH2:32][CH2:31][NH:30][CH2:29][CH2:28]2)=[O:26])[CH:24]=1.C(=O)([O-])[O-].[K+].[K+], predict the reaction product. The product is: [CH:1]1([CH2:4][CH2:5][NH:6][S:7]([C:10]2[CH:11]=[N:12][C:13]([N:30]3[CH2:31][CH2:32][N:27]([C:25](=[O:26])[C:23]4[CH:24]=[C:19]([F:18])[CH:20]=[CH:21][C:22]=4[C:33]([F:36])([F:35])[F:34])[CH2:28][CH2:29]3)=[C:14]([Br:16])[CH:15]=2)(=[O:9])=[O:8])[CH2:3][CH2:2]1. (3) Given the reactants [CH2:1]([N:8]1[CH2:17][CH2:16][C:15]2[C:14](=O)[NH:13][CH:12]=[CH:11][C:10]=2[CH2:9]1)[C:2]1[CH:7]=[CH:6][CH:5]=[CH:4][CH:3]=1.O=P(Cl)(Cl)[Cl:21], predict the reaction product. The product is: [CH2:1]([N:8]1[CH2:17][CH2:16][C:15]2[C:10](=[CH:11][CH:12]=[N:13][C:14]=2[Cl:21])[CH2:9]1)[C:2]1[CH:7]=[CH:6][CH:5]=[CH:4][CH:3]=1. (4) The product is: [NH2:9][C:3]1[N:4]=[CH:5][N:6]=[C:7]([NH:10][CH2:11][CH:12]2[CH2:13][CH:14]3[N:19]([C:20](=[O:22])[C:43]#[CH:44])[CH:17]([CH2:16][CH2:15]3)[CH2:18]2)[C:2]=1[C:31]1[CH:32]=[CH:33][C:28]([O:27][C:34]2[CH:39]=[CH:38][CH:37]=[CH:36][CH:35]=2)=[CH:29][CH:30]=1. Given the reactants Cl[C:2]1[C:3]([NH2:9])=[N:4][CH:5]=[N:6][C:7]=1Cl.[NH2:10][CH2:11][CH:12]1[CH2:18][CH:17]2[N:19]([C:20]([O:22]C(C)(C)C)=O)[CH:14]([CH2:15][CH2:16]2)[CH2:13]1.[O:27]([C:34]1[CH:39]=[CH:38][C:37](B(O)O)=[CH:36][CH:35]=1)[C:28]1[CH:33]=[CH:32][CH:31]=[CH:30][CH:29]=1.[C:43](O)(=O)[C:44]#C, predict the reaction product.